From a dataset of Peptide-MHC class I binding affinity with 185,985 pairs from IEDB/IMGT. Regression. Given a peptide amino acid sequence and an MHC pseudo amino acid sequence, predict their binding affinity value. This is MHC class I binding data. The peptide sequence is KEGKLQCRI. The MHC is HLA-A03:01 with pseudo-sequence HLA-A03:01. The binding affinity (normalized) is 0.0847.